Dataset: Peptide-MHC class II binding affinity with 134,281 pairs from IEDB. Task: Regression. Given a peptide amino acid sequence and an MHC pseudo amino acid sequence, predict their binding affinity value. This is MHC class II binding data. (1) The peptide sequence is VAAEMAEALRGLPIRY. The MHC is DRB5_0101 with pseudo-sequence DRB5_0101. The binding affinity (normalized) is 0.0265. (2) The peptide sequence is ETSYVKVLHHMV. The MHC is DRB1_1101 with pseudo-sequence DRB1_1101. The binding affinity (normalized) is 0.442. (3) The peptide sequence is TLEVHAVKPAAEEVK. The MHC is DRB1_1101 with pseudo-sequence DRB1_1101. The binding affinity (normalized) is 0.363. (4) The peptide sequence is AARLLSIRAMSTKFS. The MHC is DRB1_1602 with pseudo-sequence DRB1_1602. The binding affinity (normalized) is 0.554.